Dataset: Full USPTO retrosynthesis dataset with 1.9M reactions from patents (1976-2016). Task: Predict the reactants needed to synthesize the given product. (1) Given the product [F:1][C:2]1[CH:10]=[CH:9][C:5]([C:6]([NH2:8])=[O:7])=[CH:4][C:3]=1[C:11]1[CH:16]=[CH:15][C:14]([CH2:17][NH:27][CH2:19][CH2:20][C:21]2[CH:26]=[CH:25][CH:24]=[CH:23][CH:22]=2)=[CH:13][N:12]=1, predict the reactants needed to synthesize it. The reactants are: [F:1][C:2]1[CH:10]=[CH:9][C:5]([C:6]([NH2:8])=[O:7])=[CH:4][C:3]=1[C:11]1[CH:16]=[CH:15][C:14]([CH:17]=O)=[CH:13][N:12]=1.[CH2:19]([NH2:27])[CH2:20][C:21]1[CH:26]=[CH:25][CH:24]=[CH:23][CH:22]=1. (2) Given the product [NH2:18][C:19]1[N:20]=[C:21]([O:7][CH2:8][C:9]2[CH:10]=[C:11]([CH:15]=[CH:16][CH:17]=2)[C:12]([OH:14])=[O:13])[C:22]([C:39]#[N:40])=[C:23]([C:27]2[CH:32]=[CH:31][C:30]([O:33][CH:34]3[CH2:38][CH2:37][O:36][CH2:35]3)=[CH:29][CH:28]=2)[C:24]=1[C:25]#[N:26], predict the reactants needed to synthesize it. The reactants are: CC(C)([O-])C.[K+].[OH:7][CH2:8][C:9]1[CH:10]=[C:11]([CH:15]=[CH:16][CH:17]=1)[C:12]([OH:14])=[O:13].[NH2:18][C:19]1[C:24]([C:25]#[N:26])=[C:23]([C:27]2[CH:32]=[CH:31][C:30]([O:33][CH:34]3[CH2:38][CH2:37][O:36][CH2:35]3)=[CH:29][CH:28]=2)[C:22]([C:39]#[N:40])=[C:21](SC2C=CC=CC=2)[N:20]=1.Cl. (3) Given the product [C:1]([C:3]1[CH:4]=[CH:5][C:6]([C:9]2[CH:14]=[CH:13][C:12]([N:15]([CH2:28][C:24]3[CH:23]=[N:22][CH:27]=[CH:26][CH:25]=3)[S:16]([CH2:19][CH3:20])(=[O:18])=[O:17])=[CH:11][CH:10]=2)=[CH:7][CH:8]=1)#[N:2], predict the reactants needed to synthesize it. The reactants are: [C:1]([C:3]1[CH:8]=[CH:7][C:6]([C:9]2[CH:14]=[CH:13][C:12]([NH:15][S:16]([CH2:19][CH3:20])(=[O:18])=[O:17])=[CH:11][CH:10]=2)=[CH:5][CH:4]=1)#[N:2].Cl.[N:22]1[CH:27]=[CH:26][CH:25]=[C:24]([CH2:28]Cl)[CH:23]=1.C(=O)([O-])[O-].[Cs+].[Cs+].